Dataset: Experimentally validated miRNA-target interactions with 360,000+ pairs, plus equal number of negative samples. Task: Binary Classification. Given a miRNA mature sequence and a target amino acid sequence, predict their likelihood of interaction. (1) Result: 1 (interaction). The miRNA is mmu-miR-149-5p with sequence UCUGGCUCCGUGUCUUCACUCCC. The protein sequence of the target gene is MSWLFGIKGPKGEGTGPPLPLPPAQPGAEGGGDRGAGDRPSPKDKWSNFDPTGLERAAKAARELEHSRHAKEALSLAQMQEQTLQLEQQSKLKEYEAAVEQLKSEQIRVQAEERRKTLTEETRQHQARAQYQDKLARQRYEDQLKQQQLLNEENLRKQEESVQKQEAIRRATVEREMELRHKNEMLRVEAEARARAKADRENADIIREQIRLKAAEHRQTILESIRTAGTLLGEGFRAFVTDWDKVTATVAGLTLLAVGVYSAKNATSVAGRYIEARLGKPSLVRETSRISVLEALRHPI.... (2) The miRNA is mmu-miR-495-3p with sequence AAACAAACAUGGUGCACUUCUU. The protein sequence of the target gene is MEPEMQAAEEGPSAPRIYKQRGPYSVLKTFPSRRPALAKRYDRPSLLELSPARPSPLPPPPPPPPFASLAAVPISSSEPPPFPTQPSYPAGSGRAPAAAAASSSSPSCTPAAPPGHPRTPAPPPPPPPPLAAPAASSSSSFAAVVRYGPGPATGACSSGAGSDGASLELSAESRMILDAFAQQCSRVLSLLNCGGKLLDSNHSQSMISCVKQEGSSYNERQDQCHIVKGVQSQTSDNIDIEMQYMQRKQQTSAFLRVFTDSLQNYLLSGSFPTPNTSSASEYGHLADVDPLSASPVHTLG.... Result: 1 (interaction). (3) The miRNA is hsa-miR-656-5p with sequence AGGUUGCCUGUGAGGUGUUCA. The protein sequence of the target gene is MKSEAKDGEEESLQTAFKKLRVDASGSVASLSVGEGTGVRAPVRTATDDTKPKTTCASKDSWHGSTRKSSRGAVRTQRRRRSKSPVLHPPKFIHCSTIASSSSSQLKHKSQTDSPDGSSGLGISSPKEFSAGESSTSLDANHTGAVVEPLRTSVPRLPSESKKEDSSDATQVPQASLKASDLSDFQSVSKLNQGKPCTCIGKECQCKRWHDMEVYSFSGLQSVPPLAPERRSTLEDYSQSLHARTLSGSPRSCSEQARVFVDDVTIEDLSGYMEYYLYIPKKMSHMAEMMYT. Result: 0 (no interaction). (4) Result: 0 (no interaction). The protein sequence of the target gene is MELEVRRVRQAFLSGRSRPLRFRLQQLEALRRMVQEREKDILTAIAADLCKSEFNVYSQEVITVLGEIDFMLENLPEWVTAKPVKKNVLTMLDEAYIQPQPLGVVLIIGAWNYPFVLTIQPLIGAIAAGNAVIIKPSELSENTAKILAKLLPQYLDQDLYIVINGGVEETTELLKQRFDHIFYTGNTAVGKIVMEAAAKHLTPVTLELGGKSPCYIDKDCDLDIVCRRITWGKYMNCGQTCIAPDYILCEASLQNQIVWKIKETVKEFYGENIKESPDYERIINLRHFKRILSLLEGQKI.... The miRNA is hsa-miR-5682 with sequence GUAGCACCUUGCAGGAUAAGGU.